Dataset: Catalyst prediction with 721,799 reactions and 888 catalyst types from USPTO. Task: Predict which catalyst facilitates the given reaction. (1) Reactant: [CH:1]1[C:10]2[C:5](=[CH:6][CH:7]=[CH:8][CH:9]=2)[CH:4]=[CH:3][C:2]=1[CH2:11][S:12][CH2:13][C:14]1[O:18][N:17]=[C:16]([C:19]([O:21]CC)=O)[CH:15]=1.O1CCCC1.[OH-].[Na+].[ClH:31]. Product: [CH:1]1[C:10]2[C:5](=[CH:6][CH:7]=[CH:8][CH:9]=2)[CH:4]=[CH:3][C:2]=1[CH2:11][S:12][CH2:13][C:14]1[O:18][N:17]=[C:16]([C:19]([Cl:31])=[O:21])[CH:15]=1. The catalyst class is: 13. (2) Reactant: [C:1]([O:5][C:6](=[O:21])[NH:7][CH2:8][CH2:9][CH2:10][CH2:11][NH:12][CH2:13][C:14]1[C:19]([CH3:20])=[CH:18][CH:17]=[CH:16][N:15]=1)([CH3:4])([CH3:3])[CH3:2].[C:22]([O:26][C:27]([N:29]1[C:33]2[CH:34]=[CH:35][CH:36]=[CH:37][C:32]=2[N:31]=[C:30]1[CH2:38]Cl)=[O:28])([CH3:25])([CH3:24])[CH3:23].CCN(C(C)C)C(C)C. Product: [C:22]([O:26][C:27]([N:29]1[C:33]2[CH:34]=[CH:35][CH:36]=[CH:37][C:32]=2[N:31]=[C:30]1[CH2:38][N:12]([CH2:11][CH2:10][CH2:9][CH2:8][NH:7][C:6]([O:5][C:1]([CH3:4])([CH3:3])[CH3:2])=[O:21])[CH2:13][C:14]1[C:19]([CH3:20])=[CH:18][CH:17]=[CH:16][N:15]=1)=[O:28])([CH3:25])([CH3:24])[CH3:23]. The catalyst class is: 23. (3) Reactant: [CH2:1]([N:8]1[CH2:18][CH2:17][C:11]2[N:12]=[CH:13][N:14]=[C:15](Cl)[C:10]=2[CH2:9]1)[C:2]1[CH:7]=[CH:6][CH:5]=[CH:4][CH:3]=1.[F:19][C:20]([F:29])([F:28])[C:21]1[CH:27]=[CH:26][C:24]([NH2:25])=[CH:23][CH:22]=1.I.O. Product: [CH2:1]([N:8]1[CH2:18][CH2:17][C:11]2[N:12]=[CH:13][N:14]=[C:15]([NH:25][C:24]3[CH:26]=[CH:27][C:21]([C:20]([F:19])([F:28])[F:29])=[CH:22][CH:23]=3)[C:10]=2[CH2:9]1)[C:2]1[CH:7]=[CH:6][CH:5]=[CH:4][CH:3]=1. The catalyst class is: 12. (4) Reactant: C([O:3][P:4]([CH2:9][CH2:10][O:11][CH2:12][CH2:13][CH2:14][CH2:15][CH2:16][CH2:17][NH:18][C:19](=[O:23])[C:20]([CH3:22])=[CH2:21])([O:6]CC)=[O:5])C. Product: [OH:5][P:4]([CH2:9][CH2:10][O:11][CH2:12][CH2:13][CH2:14][CH2:15][CH2:16][CH2:17][NH:18][C:19](=[O:23])[C:20]([CH3:22])=[CH2:21])([OH:6])=[O:3]. The catalyst class is: 2. (5) The catalyst class is: 37. Product: [CH3:8][C:6]1[CH:7]=[C:2]([N:18]2[CH2:19][CH2:20][CH:16]([NH:15][C:12](=[O:14])[CH3:13])[CH2:17]2)[CH:3]=[CH:4][C:5]=1[N+:9]([O-:11])=[O:10]. Reactant: F[C:2]1[CH:3]=[CH:4][C:5]([N+:9]([O-:11])=[O:10])=[C:6]([CH3:8])[CH:7]=1.[C:12]([NH:15][CH:16]1[CH2:20][CH2:19][NH:18][CH2:17]1)(=[O:14])[CH3:13].C(=O)([O-])[O-].[K+].[K+].[Cl-].[Na+]. (6) Reactant: O[CH2:2][C:3]([C:5]1[CH:10]=[CH:9][CH:8]=[CH:7][CH:6]=1)=[O:4].[C:11](=[O:14])([O-])[O-].[K+].[K+].[CH2:17](Br)[CH:18]=C. Product: [CH2:11]([O:14][C:10]1[CH:9]=[CH:8][CH:7]=[CH:6][C:5]=1[C:3](=[O:4])[CH3:2])[CH:17]=[CH2:18]. The catalyst class is: 883. (7) Reactant: [CH:1](=O)[CH2:2][CH2:3][CH2:4][CH2:5][CH2:6][CH2:7][CH2:8][CH2:9][CH2:10][CH2:11][CH2:12][CH3:13].[ClH:15].Cl.[CH3:17][O:18][C:19]1[CH:33]=[CH:32][C:22]([CH2:23][CH2:24][NH:25][C:26]([NH:28][C:29]([NH2:31])=[NH:30])=[NH:27])=[CH:21][CH:20]=1. Product: [ClH:15].[NH2:31][C:29]1[NH:28][C:26]([NH:25][CH2:24][CH2:23][C:22]2[CH:21]=[CH:20][C:19]([O:18][CH3:17])=[CH:33][CH:32]=2)=[N:27][CH:1]([CH2:2][CH2:3][CH2:4][CH2:5][CH2:6][CH2:7][CH2:8][CH2:9][CH2:10][CH2:11][CH2:12][CH3:13])[N:30]=1. The catalyst class is: 8. (8) Reactant: [N:1]1([C:8]([C@H:10]2[CH2:14][C@H:13]([O:15][C:16]3[CH:21]=[CH:20][CH:19]=[C:18]([F:22])[CH:17]=3)[CH2:12][N:11]2[C:23](=[O:25])[CH3:24])=[O:9])[CH2:7][CH2:6][CH2:5][NH:4][CH2:3][CH2:2]1.[CH3:26][C:27]([CH3:29])=O.C(O[BH-](OC(=O)C)OC(=O)C)(=O)C.[Na+]. Product: [F:22][C:18]1[CH:17]=[C:16]([CH:21]=[CH:20][CH:19]=1)[O:15][C@@H:13]1[CH2:12][N:11]([C:23](=[O:25])[CH3:24])[C@@H:10]([C:8]([N:1]2[CH2:7][CH2:6][CH2:5][N:4]([CH:27]([CH3:29])[CH3:26])[CH2:3][CH2:2]2)=[O:9])[CH2:14]1. The catalyst class is: 68. (9) Reactant: [Br:1][C:2]1[CH:16]=[CH:15][C:5]([O:6][C:7]2[CH:14]=[CH:13][C:10]([CH:11]=O)=[CH:9][CH:8]=2)=[C:4]([Cl:17])[CH:3]=1.[NH2:18][OH:19]. Product: [Br:1][C:2]1[CH:16]=[CH:15][C:5]([O:6][C:7]2[CH:14]=[CH:13][C:10]([CH:11]=[N:18][OH:19])=[CH:9][CH:8]=2)=[C:4]([Cl:17])[CH:3]=1. The catalyst class is: 3.